Dataset: Forward reaction prediction with 1.9M reactions from USPTO patents (1976-2016). Task: Predict the product of the given reaction. (1) Given the reactants C(OC(=O)[NH:7][C@H:8]1[CH2:13][CH2:12][C@H:11]([CH2:14][O:15][C:16]2[CH:21]=[CH:20][CH:19]=[CH:18][CH:17]=2)[CH2:10][CH2:9]1)(C)(C)C.[F:23][C:24]([F:29])([F:28])[C:25]([OH:27])=[O:26], predict the reaction product. The product is: [F:23][C:24]([F:29])([F:28])[C:25]([OH:27])=[O:26].[O:15]([CH2:14][C@H:11]1[CH2:12][CH2:13][C@H:8]([NH2:7])[CH2:9][CH2:10]1)[C:16]1[CH:21]=[CH:20][CH:19]=[CH:18][CH:17]=1. (2) Given the reactants [O:1]1[C:5]2[CH:6]=[CH:7][CH:8]=[CH:9][C:4]=2[N:3]=[C:2]1[NH:10][C:11]([CH:13]([C:22]1[CH:30]=[CH:29][C:25]([C:26]([OH:28])=O)=[CH:24][CH:23]=1)[CH2:14][C:15]1[CH:20]=[CH:19][C:18]([F:21])=[CH:17][CH:16]=1)=[O:12].C1C=NC2N(O)N=NC=2C=1.CCN=C=NCCCN(C)C.Cl.CCN(C(C)C)C(C)C.[CH3:62][N:63]([CH3:67])[CH2:64][CH2:65][NH2:66], predict the reaction product. The product is: [O:1]1[C:5]2[CH:6]=[CH:7][CH:8]=[CH:9][C:4]=2[N:3]=[C:2]1[NH:10][C:11]([CH:13]([C:22]1[CH:23]=[CH:24][C:25]([C:26]([NH:66][CH2:65][CH2:64][N:63]([CH3:67])[CH3:62])=[O:28])=[CH:29][CH:30]=1)[CH2:14][C:15]1[CH:16]=[CH:17][C:18]([F:21])=[CH:19][CH:20]=1)=[O:12]. (3) Given the reactants [Na].[CH2:2]([OH:4])[CH3:3].Br[C:6]1[CH:7]=[N:8][CH:9]=[C:10]([Br:12])[CH:11]=1.CN(C=O)C, predict the reaction product. The product is: [Br:12][C:10]1[CH:11]=[C:6]([O:4][CH2:2][CH3:3])[CH:7]=[N:8][CH:9]=1. (4) Given the reactants [OH:1][CH2:2][C@H:3]1[CH2:7][CH2:6][N:5]([C:8]([O:10][C:11]([CH3:14])([CH3:13])[CH3:12])=[O:9])[CH2:4]1.[H-].[Na+].F[C:18]1[CH:23]=[CH:22][C:21]([S:24]([NH2:27])(=[O:26])=[O:25])=[CH:20][C:19]=1[N+:28]([O-:30])=[O:29], predict the reaction product. The product is: [N+:28]([C:19]1[CH:20]=[C:21]([S:24](=[O:26])(=[O:25])[NH2:27])[CH:22]=[CH:23][C:18]=1[O:1][CH2:2][C@H:3]1[CH2:7][CH2:6][N:5]([C:8]([O:10][C:11]([CH3:14])([CH3:13])[CH3:12])=[O:9])[CH2:4]1)([O-:30])=[O:29]. (5) Given the reactants [ClH:1].CCOC(C)=O.C(OC(=O)[NH:14][C:15]1([CH3:32])[CH2:18][N:17]([CH:19]([C:26]2[CH:31]=[CH:30][CH:29]=[CH:28][CH:27]=2)[C:20]2[CH:25]=[CH:24][CH:23]=[CH:22][CH:21]=2)[CH2:16]1)(C)(C)C, predict the reaction product. The product is: [ClH:1].[CH:19]([N:17]1[CH2:18][C:15]([NH2:14])([CH3:32])[CH2:16]1)([C:26]1[CH:31]=[CH:30][CH:29]=[CH:28][CH:27]=1)[C:20]1[CH:21]=[CH:22][CH:23]=[CH:24][CH:25]=1.